Task: Regression/Classification. Given a drug SMILES string, predict its absorption, distribution, metabolism, or excretion properties. Task type varies by dataset: regression for continuous measurements (e.g., permeability, clearance, half-life) or binary classification for categorical outcomes (e.g., BBB penetration, CYP inhibition). Dataset: cyp1a2_veith.. Dataset: CYP1A2 inhibition data for predicting drug metabolism from PubChem BioAssay (1) The molecule is Cc1cccc(Nc2nc3c(c(=O)n(C)c(=O)n3C)n2CC(O)CO)c1. The result is 1 (inhibitor). (2) The molecule is c1ccc2c(CC3=NCCN3)cccc2c1. The result is 0 (non-inhibitor). (3) The compound is Cc1ccc2nc(NC(=O)COC(=O)c3ccc(Br)o3)sc2c1. The result is 1 (inhibitor). (4) The molecule is CCN1C(=O)/C(=C2\SC(N3CCCCC3)=NC2=O)c2ccccc21. The result is 1 (inhibitor).